This data is from Peptide-MHC class I binding affinity with 185,985 pairs from IEDB/IMGT. The task is: Regression. Given a peptide amino acid sequence and an MHC pseudo amino acid sequence, predict their binding affinity value. This is MHC class I binding data. (1) The peptide sequence is HKRNYVPCHI. The MHC is Mamu-B03 with pseudo-sequence Mamu-B03. The binding affinity (normalized) is 0.508. (2) The peptide sequence is EIYRTLYGL. The MHC is HLA-A02:03 with pseudo-sequence HLA-A02:03. The binding affinity (normalized) is 0.429.